This data is from hERG potassium channel inhibition data for cardiac toxicity prediction from Karim et al.. The task is: Regression/Classification. Given a drug SMILES string, predict its toxicity properties. Task type varies by dataset: regression for continuous values (e.g., LD50, hERG inhibition percentage) or binary classification for toxic/non-toxic outcomes (e.g., AMES mutagenicity, cardiotoxicity, hepatotoxicity). Dataset: herg_karim. The result is 0 (non-blocker). The compound is CNC(=O)CN1CCC(n2nc(C)c(Nc3ncc(Cl)c(-c4cnn5ccccc45)n3)c2C)CC1.